This data is from Catalyst prediction with 721,799 reactions and 888 catalyst types from USPTO. The task is: Predict which catalyst facilitates the given reaction. (1) Reactant: [CH3:1][C@@H:2]1[CH2:7][NH:6][C@H:5]([CH3:8])[CH2:4][N:3]1[CH2:9][C:10]1[CH:15]=[CH:14][CH:13]=[CH:12][CH:11]=1.C=O.[C:18](O[BH-](OC(=O)C)OC(=O)C)(=O)C.[Na+]. Product: [CH3:18][N:6]1[CH2:7][C@@H:2]([CH3:1])[N:3]([CH2:9][C:10]2[CH:15]=[CH:14][CH:13]=[CH:12][CH:11]=2)[CH2:4][C@H:5]1[CH3:8]. The catalyst class is: 4. (2) Reactant: [Cl-].[CH3:2][S+](C)(C)=O.[H-].[Na+].[OH:9][C:10]1[C:17]([CH3:18])=[CH:16][CH:15]=[CH:14][C:11]=1[CH:12]=[O:13]. Product: [CH3:18][C:17]1[C:10]2[O:9][CH2:2][CH:12]([OH:13])[C:11]=2[CH:14]=[CH:15][CH:16]=1. The catalyst class is: 1. (3) Reactant: [NH2:1][CH2:2][C:3]([OH:5])=[O:4].[OH-].[Na+].[C:8](Cl)(=[O:12])[C:9]([CH3:11])=[CH2:10].Cl. Product: [C:8]([NH:1][CH2:2][C:3]([OH:5])=[O:4])(=[O:12])[C:9]([CH3:11])=[CH2:10]. The catalyst class is: 22.